Dataset: Catalyst prediction with 721,799 reactions and 888 catalyst types from USPTO. Task: Predict which catalyst facilitates the given reaction. (1) Reactant: [O:1]1CCC[CH2:2]1.Br[C:7]1[CH:21]=[CH:20][C:10]([CH2:11][O:12][C:13]2[CH:18]=[C:17]([CH3:19])[CH:16]=[CH:15][N:14]=2)=[CH:9][CH:8]=1.C([Li])CCC.CN(C)C=O. Product: [CH3:19][C:17]1[CH:16]=[CH:15][N:14]=[C:13]([O:12][CH2:11][C:10]2[CH:20]=[CH:21][C:7]([CH:2]=[O:1])=[CH:8][CH:9]=2)[CH:18]=1. The catalyst class is: 6. (2) Reactant: Br[C:2]1[CH:7]=[CH:6][C:5]([C:8]2[C:9]([S:14]([NH:17][CH3:18])(=[O:16])=[O:15])=[CH:10][CH:11]=[CH:12][CH:13]=2)=[CH:4][C:3]=1[F:19].[CH3:20][C:21]1([CH3:37])[C:25]([CH3:27])([CH3:26])[O:24][B:23]([B:23]2[O:24][C:25]([CH3:27])([CH3:26])[C:21]([CH3:37])([CH3:20])[O:22]2)[O:22]1.CC([O-])=O.[K+].C(Cl)Cl. Product: [F:19][C:3]1[CH:4]=[C:5]([C:8]2[C:9]([S:14]([NH:17][CH3:18])(=[O:16])=[O:15])=[CH:10][CH:11]=[CH:12][CH:13]=2)[CH:6]=[CH:7][C:2]=1[B:23]1[O:24][C:25]([CH3:27])([CH3:26])[C:21]([CH3:37])([CH3:20])[O:22]1. The catalyst class is: 12. (3) Reactant: Cl.[NH2:2][CH2:3][C:4]1[CH:12]=[CH:11][CH:10]=[C:9]2[C:5]=1[C:6](=[O:22])[N:7]([CH:14]1[CH2:19][CH2:18][C:17](=[O:20])[NH:16][C:15]1=[O:21])[C:8]2=[O:13].N12CCCN=C1CCCCC2.[OH:34]N1C2C=CC=CC=2N=N1.[CH3:44][C:45]1[CH:46]=C(C(O)=O)[O:48][C:49]=1[CH3:50].Cl.CN(C)[CH2:57][CH2:58][CH2:59]N=C=NCC. Product: [CH3:46][C:45]1[CH:44]=[C:59]([CH2:58][C:57]([NH:2][CH2:3][C:4]2[CH:12]=[CH:11][CH:10]=[C:9]3[C:5]=2[C:6](=[O:22])[N:7]([CH:14]2[CH2:19][CH2:18][C:17](=[O:20])[NH:16][C:15]2=[O:21])[C:8]3=[O:13])=[O:34])[O:48][C:49]=1[CH3:50]. The catalyst class is: 10. (4) Reactant: [CH3:1][CH:2]([OH:5])[CH:3]=[CH2:4].C([Li])CCC.[Br:11][C:12]1[CH:17]=[CH:16][C:15](F)=[C:14]([N+:19]([O-:21])=[O:20])[CH:13]=1.Cl. Product: [Br:11][C:12]1[CH:17]=[CH:16][C:15]([O:5][CH:2]([CH:3]=[CH2:4])[CH3:1])=[C:14]([N+:19]([O-:21])=[O:20])[CH:13]=1. The catalyst class is: 1. (5) Reactant: [N:1]1[NH:2][C:3]2[CH:17]=[CH:16][CH:15]=[C:5]3[C:6](=[O:14])[C:7]4[CH:13]=[CH:12][CH:11]=[CH:10][C:8]=4[C:9]=1[C:4]=23.[N-:18]=[N+]=[N-].[Na+].C(OCC)(=O)C.O1CCCC1. Product: [N:1]1[NH:2][C:3]2[CH:17]=[CH:16][CH:15]=[C:5]3[C:6](=[O:14])[NH:18][C:7]4[CH:13]=[CH:12][CH:11]=[CH:10][C:8]=4[C:9]=1[C:4]=23. The catalyst class is: 65. (6) Reactant: [F:1][C:2]1[CH:8]=[C:7]([F:9])[C:6]([Br:10])=[CH:5][C:3]=1[NH2:4].[C:11](N1C=CN=C1)(N1C=CN=C1)=S.[NH:23]([C:25](=[O:41])[C:26]([NH:28][C:29]1[CH:34]=[CH:33][C:32]([N:35]2[CH2:40][CH2:39][O:38][CH2:37][CH2:36]2)=[CH:31][CH:30]=1)=[O:27])[NH2:24].CCN=C=NCCCN(C)C. Product: [Br:10][C:6]1[C:7]([F:9])=[CH:8][C:2]([F:1])=[C:3]([NH:4][C:11]2[O:41][C:25]([C:26]([NH:28][C:29]3[CH:30]=[CH:31][C:32]([N:35]4[CH2:36][CH2:37][O:38][CH2:39][CH2:40]4)=[CH:33][CH:34]=3)=[O:27])=[N:23][N:24]=2)[CH:5]=1. The catalyst class is: 18. (7) Reactant: [Cl-].[NH4+].[CH2:3]([N:10]1[CH2:15][CH2:14][CH:13]([NH:16][C:17]([C:19]2[CH:23]=[C:22]([N+:24]([O-])=O)[S:21][CH:20]=2)=[O:18])[CH2:12][CH2:11]1)[C:4]1[CH:9]=[CH:8][CH:7]=[CH:6][CH:5]=1. Product: [NH2:24][C:22]1[S:21][CH:20]=[C:19]([C:17]([NH:16][CH:13]2[CH2:14][CH2:15][N:10]([CH2:3][C:4]3[CH:9]=[CH:8][CH:7]=[CH:6][CH:5]=3)[CH2:11][CH2:12]2)=[O:18])[CH:23]=1. The catalyst class is: 190.